This data is from Reaction yield outcomes from USPTO patents with 853,638 reactions. The task is: Predict the reaction yield, written as a fraction of the theoretical maximum amount of product (1.0 means a 100% yield; for example, 0.34 means a 34% yield). (1) The reactants are C(OC([N:11]1[CH2:16][CH2:15][CH2:14][CH:13]([CH2:17][O:18][Si:19]([C:22]([CH3:25])([CH3:24])[CH3:23])([CH3:21])[CH3:20])[CH2:12]1)=O)C1C=CC=CC=1.[H][H]. The catalyst is [Pd].CO. The product is [Si:19]([O:18][CH2:17][CH:13]1[CH2:14][CH2:15][CH2:16][NH:11][CH2:12]1)([C:22]([CH3:25])([CH3:24])[CH3:23])([CH3:21])[CH3:20]. The yield is 0.960. (2) The reactants are [O:1]1[CH2:5][CH2:4][O:3][CH:2]1[C:6]1[CH:14]=[CH:13][C:9]([C:10](O)=O)=[C:8]([F:15])[CH:7]=1.C(N1C=CN=C1)(N1C=CN=C1)=O.Cl.Cl.[NH2:30][C:31]1[C:39]([NH2:40])=[CH:38][CH:37]=[CH:36][C:32]=1[C:33]([NH2:35])=[O:34]. The catalyst is N1C=CC=CC=1.CN(C)C=O. The product is [O:1]1[CH2:5][CH2:4][O:3][CH:2]1[C:6]1[CH:14]=[CH:13][C:9]([C:10]2[NH:40][C:39]3[CH:38]=[CH:37][CH:36]=[C:32]([C:33]([NH2:35])=[O:34])[C:31]=3[N:30]=2)=[C:8]([F:15])[CH:7]=1. The yield is 0.220. (3) The reactants are [Cl:1][C:2]1[NH:3][C:4]2[C:9]([CH:10]=1)=[CH:8][CH:7]=[C:6]([Cl:11])[CH:5]=2.Br[C:13]1[CH:14]=[N:15][N:16]([CH2:18][CH2:19][CH3:20])[CH:17]=1.P([O-])([O-])([O-])=O.[K+].[K+].[K+].CNCCNC. The catalyst is C1(C)C=CC=CC=1.[Cu]I. The product is [Cl:1][C:2]1[N:3]([C:13]2[CH:14]=[N:15][N:16]([CH2:18][CH2:19][CH3:20])[CH:17]=2)[C:4]2[C:9]([CH:10]=1)=[CH:8][CH:7]=[C:6]([Cl:11])[CH:5]=2. The yield is 0.360. (4) The reactants are [CH3:1][C:2]1[NH:3][C:4]2[C:9]([CH:10]=1)=[CH:8][C:7]([C:11]([OH:13])=O)=[CH:6][CH:5]=2.[CH2:14]1[C@H:23]2[C@H:18]([CH2:19][CH2:20][C:21]3[CH:27]=[CH:26][CH:25]=[CH:24][C:22]=32)[NH:17][CH2:16][CH2:15]1.F[P-](F)(F)(F)(F)F.N1(OC(N(C)C)=[N+](C)C)C2N=CC=CC=2N=N1. No catalyst specified. The product is [CH2:14]1[C@H:23]2[C@H:18]([CH2:19][CH2:20][C:21]3[CH:27]=[CH:26][CH:25]=[CH:24][C:22]=32)[N:17]([C:11]([C:7]2[CH:8]=[C:9]3[C:4](=[CH:5][CH:6]=2)[NH:3][C:2]([CH3:1])=[CH:10]3)=[O:13])[CH2:16][CH2:15]1. The yield is 0.460. (5) The reactants are [S:1]1[C:5]2[CH:6]=[CH:7][CH:8]=[CH:9][C:4]=2[N:3]=[C:2]1[NH2:10].[Br:11][C:12]1[CH:13]=[C:14]([CH:18]=[CH:19][CH:20]=1)[C:15](Cl)=[O:16].C[O:22][C:23]1[CH:32]=CC2N=C(N)SC=2C=1.ClC1C=C(C=CC=1)C(Cl)=[O:38]. No catalyst specified. The product is [Br:11][C:12]1[CH:13]=[C:14]([CH:18]=[CH:19][CH:20]=1)[C:15]([N:10]=[C:2]1[N:3]([CH2:32][C:23]([OH:22])=[O:38])[C:4]2[CH:9]=[CH:8][CH:7]=[CH:6][C:5]=2[S:1]1)=[O:16]. The yield is 0.440. (6) The reactants are C([O:5][C:6]([CH:8]1[CH:12]([C:13]2[CH:18]=[CH:17][CH:16]=[C:15]([Cl:19])[CH:14]=2)[C:11]([C:22]2[CH:27]=[CH:26][C:25]([Cl:28])=[CH:24][CH:23]=2)([C:20]#[N:21])[CH:10]([CH2:29][C:30]([CH3:33])([CH3:32])[CH3:31])[NH:9]1)=[O:7])(C)(C)C. The catalyst is OS(O)(=O)=O. The product is [Cl:19][C:15]1[CH:14]=[C:13]([CH:12]2[C:11]([C:22]3[CH:27]=[CH:26][C:25]([Cl:28])=[CH:24][CH:23]=3)([C:20]#[N:21])[CH:10]([CH2:29][C:30]([CH3:31])([CH3:32])[CH3:33])[NH:9][CH:8]2[C:6]([OH:7])=[O:5])[CH:18]=[CH:17][CH:16]=1. The yield is 1.00.